Dataset: Reaction yield outcomes from USPTO patents with 853,638 reactions. Task: Predict the reaction yield, written as a fraction of the theoretical maximum amount of product (1.0 means a 100% yield; for example, 0.34 means a 34% yield). The yield is 0.750. The product is [Cl:1][C:2]1[CH:3]=[C:4]([N:9]2[C:20]3[C:19](=[O:31])[N:18]([C:15]4[CH:16]=[CH:17][C:12]([I:11])=[CH:13][CH:14]=4)[CH2:23][CH2:22][C:21]=3[C:24]([C:25]([F:28])([F:26])[F:27])=[N:10]2)[CH:5]=[CH:6][C:7]=1[F:8]. The reactants are [Cl:1][C:2]1[CH:3]=[C:4]([NH:9][NH2:10])[CH:5]=[CH:6][C:7]=1[F:8].[I:11][C:12]1[CH:17]=[CH:16][C:15]([N:18]2[CH2:23][CH2:22][CH:21]([C:24](=O)[C:25]([F:28])([F:27])[F:26])[C:20](=O)[C:19]2=[O:31])=[CH:14][CH:13]=1.C(O)C.Cl. The catalyst is C(OC(=O)C)C.